This data is from NCI-60 drug combinations with 297,098 pairs across 59 cell lines. The task is: Regression. Given two drug SMILES strings and cell line genomic features, predict the synergy score measuring deviation from expected non-interaction effect. Drug 1: COCCOC1=C(C=C2C(=C1)C(=NC=N2)NC3=CC=CC(=C3)C#C)OCCOC.Cl. Drug 2: B(C(CC(C)C)NC(=O)C(CC1=CC=CC=C1)NC(=O)C2=NC=CN=C2)(O)O. Cell line: SK-OV-3. Synergy scores: CSS=20.0, Synergy_ZIP=-1.22, Synergy_Bliss=1.58, Synergy_Loewe=0.625, Synergy_HSA=2.15.